Predict the reactants needed to synthesize the given product. From a dataset of Full USPTO retrosynthesis dataset with 1.9M reactions from patents (1976-2016). Given the product [Si:8]([O:7][CH2:6][C:5]1[CH:15]=[CH:16][C:2]([C:31](=[O:36])[C:32]([F:35])([F:34])[F:33])=[CH:3][CH:4]=1)([C:11]([CH3:14])([CH3:13])[CH3:12])([CH3:10])[CH3:9], predict the reactants needed to synthesize it. The reactants are: Br[C:2]1[CH:16]=[CH:15][C:5]([CH2:6][O:7][Si:8]([C:11]([CH3:14])([CH3:13])[CH3:12])([CH3:10])[CH3:9])=[CH:4][CH:3]=1.[Li]CCCC.CCCCCC.C(N(CC)[C:31](=[O:36])[C:32]([F:35])([F:34])[F:33])C.